This data is from Full USPTO retrosynthesis dataset with 1.9M reactions from patents (1976-2016). The task is: Predict the reactants needed to synthesize the given product. The reactants are: [CH3:1][O:2][C:3](=[O:37])[C:4]([C:16]1[CH:21]=[CH:20][C:19]([O:22][C:23]2[CH:28]=[CH:27][C:26]([CH:29]=[C:30]3[S:34][C:33](=[O:35])[NH:32][C:31]3=[O:36])=[CH:25][CH:24]=2)=[CH:18][CH:17]=1)=[CH:5][C:6]1[CH:11]=[C:10]([O:12][CH3:13])[CH:9]=[C:8]([O:14][CH3:15])[CH:7]=1.C([O-])=O.[NH4+]. Given the product [CH3:1][O:2][C:3](=[O:37])[C:4]([C:16]1[CH:21]=[CH:20][C:19]([O:22][C:23]2[CH:28]=[CH:27][C:26]([CH2:29][CH:30]3[S:34][C:33](=[O:35])[NH:32][C:31]3=[O:36])=[CH:25][CH:24]=2)=[CH:18][CH:17]=1)=[CH:5][C:6]1[CH:11]=[C:10]([O:12][CH3:13])[CH:9]=[C:8]([O:14][CH3:15])[CH:7]=1, predict the reactants needed to synthesize it.